Dataset: Catalyst prediction with 721,799 reactions and 888 catalyst types from USPTO. Task: Predict which catalyst facilitates the given reaction. Reactant: [OH:1][C:2]1[CH:7]=[CH:6][C:5]([N:8]2[CH2:13][CH2:12][N:11](C(=O)C)[CH2:10][CH2:9]2)=[CH:4][CH:3]=1.[H-].[Na+].C1(O)C=CC=CC=1.[CH3:26][O:27][CH2:28][CH2:29]Br. Product: [CH3:26][O:27][CH2:28][CH2:29][O:1][C:2]1[CH:3]=[CH:4][C:5]([N:8]2[CH2:9][CH2:10][NH:11][CH2:12][CH2:13]2)=[CH:6][CH:7]=1. The catalyst class is: 3.